This data is from Forward reaction prediction with 1.9M reactions from USPTO patents (1976-2016). The task is: Predict the product of the given reaction. Given the reactants [F:1][CH:2]([F:25])[O:3][C:4]1[CH:9]=[CH:8][C:7]([C:10](=[O:23])[C:11]([C:13]2[CH:18]=[CH:17][CH:16]=[C:15]([C:19]#[C:20][CH2:21]O)[CH:14]=2)=[O:12])=[CH:6][C:5]=1[CH3:24].CCN(S(F)(F)[F:32])CC.C([O-])(O)=O.[Na+], predict the reaction product. The product is: [F:1][CH:2]([F:25])[O:3][C:4]1[CH:9]=[CH:8][C:7]([C:10](=[O:23])[C:11]([C:13]2[CH:18]=[CH:17][CH:16]=[C:15]([C:19]#[C:20][CH2:21][F:32])[CH:14]=2)=[O:12])=[CH:6][C:5]=1[CH3:24].